From a dataset of Peptide-MHC class II binding affinity with 134,281 pairs from IEDB. Regression. Given a peptide amino acid sequence and an MHC pseudo amino acid sequence, predict their binding affinity value. This is MHC class II binding data. (1) The peptide sequence is FIKVRQYDQILIEICGKKAIGTV. The MHC is HLA-DQA10104-DQB10503 with pseudo-sequence HLA-DQA10104-DQB10503. The binding affinity (normalized) is 0.270. (2) The peptide sequence is GKATLECQVQTAVDFKK. The MHC is HLA-DQA10501-DQB10302 with pseudo-sequence HLA-DQA10501-DQB10302. The binding affinity (normalized) is 0.304. (3) The peptide sequence is NRNNTFKPFAEYKSDYVYQPFPK. The MHC is HLA-DQA10401-DQB10402 with pseudo-sequence HLA-DQA10401-DQB10402. The binding affinity (normalized) is 0.117. (4) The peptide sequence is KEVSGVKGFTLGRDG. The MHC is HLA-DQA10501-DQB10402 with pseudo-sequence HLA-DQA10501-DQB10402. The binding affinity (normalized) is 0.497. (5) The peptide sequence is AASGAATVAAGGYKV. The MHC is HLA-DQA10101-DQB10501 with pseudo-sequence HLA-DQA10101-DQB10501. The binding affinity (normalized) is 0. (6) The peptide sequence is SEFTTPVKTDVLRDA. The MHC is DRB1_0101 with pseudo-sequence DRB1_0101. The binding affinity (normalized) is 0.413. (7) The peptide sequence is TATELNNALQNLART. The MHC is HLA-DQA10101-DQB10501 with pseudo-sequence HLA-DQA10101-DQB10501. The binding affinity (normalized) is 0.210. (8) The peptide sequence is VRSGGHDYEGLSYRS. The MHC is HLA-DQA10501-DQB10301 with pseudo-sequence HLA-DQA10501-DQB10301. The binding affinity (normalized) is 0.400. (9) The peptide sequence is SHHYIRVGNETGLEL. The MHC is DRB5_0101 with pseudo-sequence DRB5_0101. The binding affinity (normalized) is 0.492. (10) The peptide sequence is DHTNFKYNYSVIEGG. The MHC is HLA-DQA10501-DQB10301 with pseudo-sequence HLA-DQA10501-DQB10301. The binding affinity (normalized) is 0.577.